This data is from Full USPTO retrosynthesis dataset with 1.9M reactions from patents (1976-2016). The task is: Predict the reactants needed to synthesize the given product. (1) Given the product [CH2:30]([O:32][C:23](=[O:28])[C:20]([C:2]1[CH:10]=[CH:9][C:5]([CH2:6][CH2:7][OH:8])=[CH:4][CH:3]=1)([CH3:21])[CH3:22])[CH3:31], predict the reactants needed to synthesize it. The reactants are: Br[C:2]1[CH:10]=[CH:9][C:5]([CH2:6][CH2:7][OH:8])=[CH:4][CH:3]=1.P([C:20]([CH3:23])([CH3:22])[CH3:21])([C:20]([CH3:23])([CH3:22])[CH3:21])[C:20]([CH3:23])([CH3:22])[CH3:21].CN(C=[O:28])C.O.[CH2:30]([O:32]C(=O)C)[CH3:31]. (2) Given the product [Si:1]([O:8][CH2:9][C:10]1[N:15]=[C:14]([CH3:16])[C:13]([NH2:17])=[CH:12][CH:11]=1)([C:4]([CH3:7])([CH3:6])[CH3:5])([CH3:3])[CH3:2], predict the reactants needed to synthesize it. The reactants are: [Si:1]([O:8][CH2:9][C:10]1[N:15]=[C:14]([CH3:16])[C:13]([N+:17]([O-])=O)=[CH:12][CH:11]=1)([C:4]([CH3:7])([CH3:6])[CH3:5])([CH3:3])[CH3:2]. (3) Given the product [CH:1]1([C:4]2[N:8]=[C:7]([C:9]3[C:10]4[CH2:20][CH2:19][CH2:18][CH2:17][C:11]=4[S:12][C:13]=3[NH:14][C:15]([N:28]3[CH2:32][CH2:31][CH2:30][C@@H:29]3[C:33]([OH:35])=[O:34])=[O:16])[O:6][N:5]=2)[CH2:2][CH2:3]1, predict the reactants needed to synthesize it. The reactants are: [CH:1]1([C:4]2[N:8]=[C:7]([C:9]3[C:10]4[CH2:20][CH2:19][CH2:18][CH2:17][C:11]=4[S:12][C:13]=3[N:14]=[C:15]=[O:16])[O:6][N:5]=2)[CH2:3][CH2:2]1.CCN(CC)CC.[NH:28]1[CH2:32][CH2:31][CH2:30][C@@H:29]1[C:33]([OH:35])=[O:34]. (4) Given the product [CH2:12]([NH:18][C:19]1[CH:20]=[C:21]([C:22]2[S:4][C:3]3[CH:5]=[CH:6][CH:7]=[CH:8][C:2]=3[C:1](=[O:10])[N:23]=2)[CH:24]=[CH:25][N:26]=1)[CH2:13][CH2:14][CH2:15][CH2:16][CH3:17], predict the reactants needed to synthesize it. The reactants are: [C:1]([O:10]C)(=O)[C:2]1[C:3](=[CH:5][CH:6]=[CH:7][CH:8]=1)[SH:4].[CH2:12]([NH:18][C:19]1[CH:20]=[C:21]([CH:24]=[CH:25][N:26]=1)[C:22]#[N:23])[CH2:13][CH2:14][CH2:15][CH2:16][CH3:17].C(N(CC)CC)C. (5) Given the product [Br:1][C:2]1[CH:10]=[CH:9][CH:8]=[CH:7][C:3]=1[CH2:4][CH2:5][NH:6][C:19](=[O:20])[O:21][CH3:22], predict the reactants needed to synthesize it. The reactants are: [Br:1][C:2]1[CH:10]=[CH:9][CH:8]=[CH:7][C:3]=1[CH2:4][CH2:5][NH2:6].C(N(CC)CC)C.Cl[C:19]([O:21][CH3:22])=[O:20].Cl.